Dataset: Forward reaction prediction with 1.9M reactions from USPTO patents (1976-2016). Task: Predict the product of the given reaction. (1) Given the reactants O1C=NC=N1.[Cl:6][C:7]1[CH:12]=[CH:11][C:10]([N:13]2[C@@H:17]([C:18]3[CH:23]=[CH:22][CH:21]=[C:20]([O:24][CH3:25])[CH:19]=3)[C@H:16]([CH2:26][N:27]3[CH:31]=[C:30]([C:32](O)=[O:33])[N:29]=[N:28]3)[O:15][C:14]2=[O:35])=[CH:9][CH:8]=1.[C:36](=[N:39]O)([NH2:38])[CH3:37], predict the reaction product. The product is: [Cl:6][C:7]1[CH:8]=[CH:9][C:10]([N:13]2[C@@H:17]([C:18]3[CH:23]=[CH:22][CH:21]=[C:20]([O:24][CH3:25])[CH:19]=3)[C@H:16]([CH2:26][N:27]3[CH:31]=[C:30]([C:32]4[O:33][N:39]=[C:36]([CH3:37])[N:38]=4)[N:29]=[N:28]3)[O:15][C:14]2=[O:35])=[CH:11][CH:12]=1. (2) Given the reactants [Br:1][C:2]1[CH:3]=[C:4]([N:8]2[C:17]3[C:12](=[CH:13][CH:14]=[CH:15][N:16]=3)[C:11](=[O:18])[C:10]([C:19]([O:21]CC)=[O:20])=[CH:9]2)[CH:5]=[CH:6][CH:7]=1.[OH-].[Na+].Cl, predict the reaction product. The product is: [Br:1][C:2]1[CH:3]=[C:4]([N:8]2[C:17]3[C:12](=[CH:13][CH:14]=[CH:15][N:16]=3)[C:11](=[O:18])[C:10]([C:19]([OH:21])=[O:20])=[CH:9]2)[CH:5]=[CH:6][CH:7]=1.